From a dataset of Full USPTO retrosynthesis dataset with 1.9M reactions from patents (1976-2016). Predict the reactants needed to synthesize the given product. (1) Given the product [N:1]1[C:6]2[CH2:7][CH2:8][O:9][CH2:10][C:5]=2[C:4]([N:11]2[CH2:16][CH2:15][CH:14]([CH2:17][N:18]3[CH2:27][C:26]4[C:21](=[CH:22][CH:23]=[CH:24][CH:25]=4)[N:20]([C:30]4[CH:31]=[C:32]([CH:35]=[CH:36][CH:37]=4)[C:33]#[N:34])[C:19]3=[O:28])[CH2:13][CH2:12]2)=[N:3][CH:2]=1, predict the reactants needed to synthesize it. The reactants are: [N:1]1[C:6]2[CH2:7][CH2:8][O:9][CH2:10][C:5]=2[C:4]([N:11]2[CH2:16][CH2:15][CH:14]([CH2:17][N:18]3[CH2:27][C:26]4[C:21](=[CH:22][CH:23]=[CH:24][CH:25]=4)[NH:20][C:19]3=[O:28])[CH2:13][CH2:12]2)=[N:3][CH:2]=1.I[C:30]1[CH:31]=[C:32]([CH:35]=[CH:36][CH:37]=1)[C:33]#[N:34]. (2) Given the product [CH:16]1([CH2:15][O:14][C:5]2[CH:6]=[CH:7][C:8]([S:10]([CH3:13])(=[O:12])=[O:11])=[CH:9][C:4]=2[C:3]([OH:20])=[O:2])[CH2:19][CH2:18][CH2:17]1, predict the reactants needed to synthesize it. The reactants are: C[O:2][C:3](=[O:20])[C:4]1[CH:9]=[C:8]([S:10]([CH3:13])(=[O:12])=[O:11])[CH:7]=[CH:6][C:5]=1[O:14][CH2:15][CH:16]1[CH2:19][CH2:18][CH2:17]1.[OH-].[Na+].Cl. (3) Given the product [I:1][C:2](=[CH:47][CH2:46][C@@H:45]([C:49]1[CH:50]=[C:51]2[C:56](=[CH:57][CH:58]=1)[N:55]=[CH:54][CH:53]=[CH:52]2)[O:44][Si:43]([CH2:61][CH3:62])([CH2:59][CH3:60])[CH2:41][CH3:42])[CH2:3][CH3:4], predict the reactants needed to synthesize it. The reactants are: [I-:1].[CH2:2]([P+](C1C=CC=CC=1)(C1C=CC=CC=1)C1C=CC=CC=1)[CH2:3][CH3:4].C([Li])CCC.II.C[Si](C)(C)[N-][Si](C)(C)C.[Na+].[CH2:41]([Si:43]([CH2:61][CH3:62])([CH2:59][CH3:60])[O:44][C@H:45]([C:49]1[CH:50]=[C:51]2[C:56](=[CH:57][CH:58]=1)[N:55]=[CH:54][CH:53]=[CH:52]2)[CH2:46][CH:47]=O)[CH3:42]. (4) Given the product [CH2:22]([N:12]1[C:13]2[C:18](=[CH:17][C:16]([Cl:21])=[CH:15][CH:14]=2)[C:19]([Cl:32])=[C:10]([C:8]#[N:7])[C:11]1=[O:29])[C:23]1[CH:28]=[CH:27][CH:26]=[CH:25][CH:24]=1, predict the reactants needed to synthesize it. The reactants are: C1([NH:7][C:8]([C:10]2[C:11](=[O:29])[N:12]([CH2:22][C:23]3[CH:28]=[CH:27][CH:26]=[CH:25][CH:24]=3)[C:13]3[C:18]([C:19]=2O)=[CH:17][C:16]([Cl:21])=[CH:15][CH:14]=3)=O)CCCCC1.P(Cl)(Cl)([Cl:32])=O.